From a dataset of Reaction yield outcomes from USPTO patents with 853,638 reactions. Predict the reaction yield, written as a fraction of the theoretical maximum amount of product (1.0 means a 100% yield; for example, 0.34 means a 34% yield). (1) The reactants are [Br:1][C:2]1[CH:3]=[N:4][N:5]([CH3:16])[C:6]=1[C:7]1[CH:8]=[C:9]([C:13]([OH:15])=O)[S:10][C:11]=1[CH3:12].[NH2:17][C@@H:18]([CH2:31][C:32]1[CH:37]=[CH:36][CH:35]=[C:34]([F:38])[CH:33]=1)[CH2:19][N:20]1[C:28](=[O:29])[C:27]2[C:22](=[CH:23][CH:24]=[CH:25][CH:26]=2)[C:21]1=[O:30].CC(OC(N[C@H](C(O)=O)CC1C=CC=CC=1C(F)(F)F)=O)(C)C.C1CN([P+](Br)(N2CCCC2)N2CCCC2)CC1.F[P-](F)(F)(F)(F)F.CCN(C(C)C)C(C)C. The catalyst is C(Cl)(Cl)Cl. The product is [Br:1][C:2]1[CH:3]=[N:4][N:5]([CH3:16])[C:6]=1[C:7]1[CH:8]=[C:9]([C:13]([NH:17][C@@H:18]([CH2:31][C:32]2[CH:37]=[CH:36][CH:35]=[C:34]([F:38])[CH:33]=2)[CH2:19][N:20]2[C:28](=[O:29])[C:27]3[C:22](=[CH:23][CH:24]=[CH:25][CH:26]=3)[C:21]2=[O:30])=[O:15])[S:10][C:11]=1[CH3:12]. The yield is 0.460. (2) The reactants are [OH:1][CH2:2][CH2:3][N:4]1[CH2:8][CH2:7][CH2:6][C:5]1=[O:9].[N+:10]([C:13]1[CH:20]=[CH:19][CH:18]=[C:17]([N+]([O-])=O)[C:14]=1[C:15]#[N:16])([O-:12])=[O:11]. No catalyst specified. The product is [N+:10]([C:13]1[CH:20]=[CH:19][CH:18]=[C:17]([O:1][CH2:2][CH2:3][N:4]2[CH2:8][CH2:7][CH2:6][C:5]2=[O:9])[C:14]=1[C:15]#[N:16])([O-:12])=[O:11]. The yield is 0.740. (3) The reactants are [Br:1][C:2]1[C:7]([Cl:8])=[CH:6][C:5](B2OC(C)(C)C(C)(C)O2)=[CH:4][N:3]=1.[OH:18]O. The catalyst is CO. The product is [Br:1][C:2]1[N:3]=[CH:4][C:5]([OH:18])=[CH:6][C:7]=1[Cl:8]. The yield is 0.410. (4) The reactants are [NH2:1][C:2]1[C:11]([N+:12]([O-])=O)=[CH:10][CH:9]=[C:8]2[C:3]=1[CH:4]=[CH:5][CH:6]=[N:7]2.N[C:16](N)=[O:17]. The catalyst is COCCOCCOC. The product is [NH:1]1[C:2]2[C:3]3[CH:4]=[CH:5][CH:6]=[N:7][C:8]=3[CH:9]=[CH:10][C:11]=2[NH:12][C:16]1=[O:17]. The yield is 0.910. (5) The reactants are [F:1][C:2]1[C:3]([NH:18][S:19]([C:22]2[CH:27]=[CH:26][CH:25]=[CH:24][CH:23]=2)(=[O:21])=[O:20])=[N:4][C:5]([O:8]CC2C=CC=CC=2OC)=[N:6][CH:7]=1.FC(F)(F)C(O)=O. The catalyst is ClCCl. The product is [F:1][C:2]1[C:3]([NH:18][S:19]([C:22]2[CH:27]=[CH:26][CH:25]=[CH:24][CH:23]=2)(=[O:21])=[O:20])=[N:4][C:5]([OH:8])=[N:6][CH:7]=1. The yield is 0.510. (6) The reactants are [C:1]([NH2:5])(=[O:4])[CH:2]=[CH2:3].[F:6][C:7]1[CH:12]=[CH:11][C:10]([C:13]([F:16])([F:15])[F:14])=[CH:9][C:8]=1[NH:17][C:18]([NH:20][C:21]1[CH:26]=[CH:25][C:24](I)=[CH:23][CH:22]=1)=[O:19]. The catalyst is C([O-])(=O)C.[Pd+2].C([O-])(=O)C. The product is [F:6][C:7]1[CH:12]=[CH:11][C:10]([C:13]([F:16])([F:15])[F:14])=[CH:9][C:8]=1[NH:17][C:18]([NH:20][C:21]1[CH:26]=[CH:25][C:24](/[CH:3]=[CH:2]/[C:1]([NH2:5])=[O:4])=[CH:23][CH:22]=1)=[O:19]. The yield is 0.490. (7) The reactants are [NH2:1][C:2]1[C:3](=[O:13])[N:4]([CH2:10][CH2:11][CH3:12])[C:5](=[O:9])[NH:6][C:7]=1[NH2:8].[CH2:14]([N:21]1[CH:25]=[C:24]([C:26](O)=[O:27])[CH:23]=[N:22]1)[C:15]1[CH:20]=[CH:19][CH:18]=[CH:17][CH:16]=1.CCN=C=NCCCN(C)C.Cl. The catalyst is CO. The product is [NH2:8][C:7]1[NH:6][C:5](=[O:9])[N:4]([CH2:10][CH2:11][CH3:12])[C:3](=[O:13])[C:2]=1[NH:1][C:26]([C:24]1[CH:23]=[N:22][N:21]([CH2:14][C:15]2[CH:20]=[CH:19][CH:18]=[CH:17][CH:16]=2)[CH:25]=1)=[O:27]. The yield is 0.470.